Dataset: Full USPTO retrosynthesis dataset with 1.9M reactions from patents (1976-2016). Task: Predict the reactants needed to synthesize the given product. (1) Given the product [OH:1][C:2]1([C:12]#[C:13]/[C:14](/[C:21]([F:24])([F:22])[F:23])=[CH:15]\[C:16]([O:18][CH2:19][CH3:20])=[O:17])[C:7]([CH3:8])([CH3:9])[CH2:6][C:5](=[N:28][O:27][CH3:26])[CH:4]=[C:3]1[CH3:11], predict the reactants needed to synthesize it. The reactants are: [OH:1][C:2]1([C:12]#[C:13]/[C:14](/[C:21]([F:24])([F:23])[F:22])=[CH:15]\[C:16]([O:18][CH2:19][CH3:20])=[O:17])[C:7]([CH3:9])([CH3:8])[CH2:6][C:5](=O)[CH:4]=[C:3]1[CH3:11].Cl.[CH3:26][O:27][NH2:28].C([O-])(=O)C.[Na+]. (2) Given the product [F:15][C:16]1[CH:21]=[C:20]([S:22][C:23]([F:26])([F:25])[F:24])[CH:19]=[CH:18][C:17]=1[N:27]([CH3:31])[C:28]([NH:7][CH2:1][CH:2]1[CH2:3][CH2:4][CH2:5][O:6]1)=[O:29], predict the reactants needed to synthesize it. The reactants are: [CH2:1]([NH2:7])[CH:2]1[O:6][CH2:5][CH2:4][CH2:3]1.C(N(CC)CC)C.[F:15][C:16]1[CH:21]=[C:20]([S:22][C:23]([F:26])([F:25])[F:24])[CH:19]=[CH:18][C:17]=1[N:27]([CH3:31])[C:28](Cl)=[O:29]. (3) Given the product [Cl:1][C:2]1[CH:3]=[CH:4][C:5]([C:8]2[C:14]3[CH:15]=[C:16]([O:19][CH3:20])[CH:17]=[CH:18][C:13]=3[N:12]3[C:21]([CH3:24])=[N:22][N:23]=[C:11]3[C@H:10]([CH2:25][C:26]([NH:28][CH2:29][C:30]([OH:32])=[O:31])=[O:27])[N:9]=2)=[CH:6][CH:7]=1, predict the reactants needed to synthesize it. The reactants are: [Cl:1][C:2]1[CH:7]=[CH:6][C:5]([C:8]2[C:14]3[CH:15]=[C:16]([O:19][CH3:20])[CH:17]=[CH:18][C:13]=3[N:12]3[C:21]([CH3:24])=[N:22][N:23]=[C:11]3[C@H:10]([CH2:25][C:26]([NH:28][CH2:29][C:30]([O:32]C)=[O:31])=[O:27])[N:9]=2)=[CH:4][CH:3]=1.O.[OH-].[K+]. (4) Given the product [NH2:1][C:2]1[CH:7]=[CH:6][CH:5]=[CH:4][C:3]=1[NH:8][C:9]1[CH:14]=[CH:13][C:12]([C:15]([C:17]2[CH:22]=[C:21]([C:46]#[C:45][Si:47]([CH3:50])([CH3:49])[CH3:48])[CH:20]=[CH:19][C:18]=2[CH3:24])=[O:16])=[C:11]([Cl:25])[CH:10]=1, predict the reactants needed to synthesize it. The reactants are: [NH2:1][C:2]1[CH:7]=[CH:6][CH:5]=[CH:4][C:3]=1[NH:8][C:9]1[CH:14]=[CH:13][C:12]([C:15]([C:17]2[CH:22]=[C:21](Br)[CH:20]=[CH:19][C:18]=2[CH3:24])=[O:16])=[C:11]([Cl:25])[CH:10]=1.C1(P(C2C=CC=CC=2)C2C=CC=CC=2)C=CC=CC=1.[C:45]([Si:47]([CH3:50])([CH3:49])[CH3:48])#[CH:46]. (5) Given the product [F:1][C:2]1[CH:3]=[C:4]([N:12]2[C:16]([C:17]3[CH:18]=[CH:19][C:20]([C:23]4[O:24][CH:25]=[CH:26][CH:27]=4)=[CH:21][CH:22]=3)=[CH:15][C:14]([C:28]([N:43]3[CH2:48][CH2:47][O:46][CH2:45][CH2:44]3)=[O:29])=[N:13]2)[CH:5]=[CH:6][C:7]=1[S:8]([CH3:11])(=[O:10])=[O:9], predict the reactants needed to synthesize it. The reactants are: [F:1][C:2]1[CH:3]=[C:4]([N:12]2[C:16]([C:17]3[CH:22]=[CH:21][C:20]([C:23]4[O:24][CH:25]=[CH:26][CH:27]=4)=[CH:19][CH:18]=3)=[CH:15][C:14]([C:28](O)=[O:29])=[N:13]2)[CH:5]=[CH:6][C:7]=1[S:8]([CH3:11])(=[O:10])=[O:9].Cl.C(N=C=NCCCN(C)C)C.[NH:43]1[CH2:48][CH2:47][O:46][CH2:45][CH2:44]1. (6) The reactants are: [Cl:1][C:2]1[CH:3]=[C:4]2[C:9](=[CH:10][CH:11]=1)[CH:8]=[C:7]([S:12]([NH:15][C@H:16]1[CH2:20][CH2:19][N:18]([C:21]3[CH:22]=[C:23]4[C:27](=[CH:28][CH:29]=3)[CH:26]([N:30](C)[C:31](=O)C(F)(F)F)[CH2:25][CH2:24]4)[C:17]1=[O:38])(=[O:14])=[O:13])[CH:6]=[CH:5]2.C(=O)([O-])[O-].[Na+].[Na+].CC#N. Given the product [Cl:1][C:2]1[CH:3]=[C:4]2[C:9](=[CH:10][CH:11]=1)[CH:8]=[C:7]([S:12]([NH:15][C@H:16]1[CH2:20][CH2:19][N:18]([C:21]3[CH:22]=[C:23]4[C:27](=[CH:28][CH:29]=3)[CH:26]([NH:30][CH3:31])[CH2:25][CH2:24]4)[C:17]1=[O:38])(=[O:13])=[O:14])[CH:6]=[CH:5]2, predict the reactants needed to synthesize it.